From a dataset of Full USPTO retrosynthesis dataset with 1.9M reactions from patents (1976-2016). Predict the reactants needed to synthesize the given product. (1) Given the product [F:8][C:6]1[CH:5]=[CH:4][C:3]2[N:9]([CH:10]3[CH2:11][CH2:12][N:13]([C:16]4([CH3:26])[CH2:20][CH2:19][N:18]([C:21]([O:23][CH2:24][CH3:25])=[O:22])[CH2:17]4)[CH2:14][CH2:15]3)[C:47](=[O:48])[NH:1][C:2]=2[CH:7]=1, predict the reactants needed to synthesize it. The reactants are: [NH2:1][C:2]1[CH:7]=[C:6]([F:8])[CH:5]=[CH:4][C:3]=1[NH:9][CH:10]1[CH2:15][CH2:14][N:13]([C:16]2([CH3:26])[CH2:20][CH2:19][N:18]([C:21]([O:23][CH2:24][CH3:25])=[O:22])[CH2:17]2)[CH2:12][CH2:11]1.NC1C=CC(F)=CC=1NC1CCN(C2(C)CCN([C:47]([O-])=[O:48])C2)CC1.C(N(CC)CC)C.ClC(OC(=O)OC(Cl)(Cl)Cl)(Cl)Cl. (2) Given the product [OH:26][C:13]1([C:11]2[S:12][C:8]([C:6]3[CH:5]=[C:4]([CH3:27])[CH:3]=[C:2]([NH:1][C:29]4[CH:34]=[C:33]([CH3:35])[CH:32]=[CH:31][N:30]=4)[N:7]=3)=[CH:9][N:10]=2)[C:21]2[C:16](=[CH:17][C:18]([C:22]([O:24][CH3:25])=[O:23])=[CH:19][CH:20]=2)[CH2:15][CH2:14]1, predict the reactants needed to synthesize it. The reactants are: [NH2:1][C:2]1[N:7]=[C:6]([C:8]2[S:12][C:11]([C:13]3([OH:26])[C:21]4[C:16](=[CH:17][C:18]([C:22]([O:24][CH3:25])=[O:23])=[CH:19][CH:20]=4)[CH2:15][CH2:14]3)=[N:10][CH:9]=2)[CH:5]=[C:4]([CH3:27])[CH:3]=1.Br[C:29]1[CH:34]=[C:33]([CH3:35])[CH:32]=[CH:31][N:30]=1.C(=O)([O-])[O-].[Cs+].[Cs+]. (3) Given the product [Br:1][C:2]1[CH:7]=[CH:6][C:5]([CH2:8][CH2:9][C:10]([N:12]2[CH2:13][CH2:14][O:15][CH2:16][CH2:17]2)=[O:11])=[CH:4][CH:3]=1, predict the reactants needed to synthesize it. The reactants are: [Br:1][C:2]1[CH:7]=[CH:6][C:5](/[CH:8]=[CH:9]/[C:10]([N:12]2[CH2:17][CH2:16][O:15][CH2:14][CH2:13]2)=[O:11])=[CH:4][CH:3]=1.